Dataset: Experimentally validated miRNA-target interactions with 360,000+ pairs, plus equal number of negative samples. Task: Binary Classification. Given a miRNA mature sequence and a target amino acid sequence, predict their likelihood of interaction. (1) The miRNA is mmu-miR-9-5p with sequence UCUUUGGUUAUCUAGCUGUAUGA. The protein sequence of the target gene is MPAFNRLLPLASLVLIYWVRVCFPVCVEVPSETEAVQGNSMKLRCISCMKREEVEATTVVEWFYRPEGGKDFLIYEYRNGHQEVESPFQGRLQWNGSKDLQDVSITVLNVTLNDSGLYTCNVSREFEFEAHRPFVKTTRLIPLRVTEEAGEDFTSVVSEIMMYILLVFLTLWLFIEMIYCYRKVSKAEEAAQENASDYLAIPSENKENSVVPVEE. Result: 1 (interaction). (2) The miRNA is hsa-miR-216b-3p with sequence ACACACUUACCCGUAGAGAUUCUA. The protein sequence of the target gene is MPEGPLVRKFHHLVSPFVGQQVVKTGGSSKKLQPASLQSLWLQDTQVHGKKLFLRFDLDEEMGPPGSSPTPEPPQKEVQKEGAADPKQVGEPSGQKTLDGSSRSAELVPQGEDDSEYLERDAPAGDAGRWLRVSFGLFGSVWVNDFSRAKKANKRGDWRDPSPRLVLHFGGGGFLAFYNCQLSWSSSPVVTPTCDILSEKFHRGQALEALGQAQPVCYTLLDQRYFSGLGNIIKNEALYRAGIHPLSLGSVLSASRREVLVDHVVEFSTAWLQGKFQGRPQHTQVYQKEQCPAGHQVMKE.... Result: 0 (no interaction). (3) The miRNA is hsa-miR-5003-5p with sequence UCACAACAACCUUGCAGGGUAGA. The protein sequence of the target gene is MSARGPAIGIDLGTTYSCVGVFQHGKVEIIANDQGNRTTPSYVAFTDTERLIGDAAKNQVAMNPTNTIFDAKRLIGRKFEDATVQSDMKHWPFRVVSEGGKPKVQVEYKGETKTFFPEEISSMVLTKMKEIAEAYLGGKVHSAVITVPAYFNDSQRQATKDAGTITGLNVLRIINEPTAAAIAYGLDKKGCAGGEKNVLIFDLGGGTFDVSILTIEDGIFEVKSTAGDTHLGGEDFDNRMVSHLAEEFKRKHKKDIGPNKRAVRRLRTACERAKRTLSSSTQASIEIDSLYEGVDFYTSI.... Result: 1 (interaction).